Dataset: Full USPTO retrosynthesis dataset with 1.9M reactions from patents (1976-2016). Task: Predict the reactants needed to synthesize the given product. (1) Given the product [Si:1]([O:8][O:9][CH2:10][C@H:11]1[O:15][C@@H:14]([N:16]2[CH:23]=[C:22]([CH2:24][C:36]#[C:35][CH2:34][O:33][CH2:32][CH2:31][NH:30][C:28](=[O:29])[C:27]([F:26])([F:37])[F:38])[C:20](=[O:21])[NH:19][C:17]2=[O:18])[CH2:13][CH2:12]1)([C:4]([CH3:7])([CH3:6])[CH3:5])([CH3:3])[CH3:2], predict the reactants needed to synthesize it. The reactants are: [Si:1]([O:8][O:9][CH2:10][C@H:11]1[O:15][C@@H:14]([N:16]2[CH:23]=[C:22]([CH2:24]Br)[C:20](=[O:21])[NH:19][C:17]2=[O:18])[CH2:13][CH2:12]1)([C:4]([CH3:7])([CH3:6])[CH3:5])([CH3:3])[CH3:2].[F:26][C:27]([F:38])([F:37])[C:28]([NH:30][CH2:31][CH2:32][O:33][CH2:34][C:35]#[CH:36])=[O:29]. (2) Given the product [CH2:1]([O:3][C:4](=[O:19])[C@@H:5]([O:17][CH3:18])[CH2:6][C:7]1[CH:12]=[CH:11][C:10]([C:13]#[C:14][CH2:15][Cl:31])=[CH:9][CH:8]=1)[CH3:2], predict the reactants needed to synthesize it. The reactants are: [CH2:1]([O:3][C:4](=[O:19])[C@@H:5]([O:17][CH3:18])[CH2:6][C:7]1[CH:12]=[CH:11][C:10]([C:13]#[C:14][CH2:15]O)=[CH:9][CH:8]=1)[CH3:2].C(N(CC)CC)C.S([Cl:31])(C)(=O)=O. (3) Given the product [C:1]([O:4][C@H:5]1[C@H:10]([O:11][C:12](=[O:14])[CH3:13])[C@@H:9]([O:15][C:16](=[O:18])[CH3:17])[C@H:8]([C:19]2[CH:28]=[C:27]([CH2:29][C:30]3[CH:35]=[CH:34][C:33]([C:46](=[O:48])[CH3:47])=[CH:32][CH:31]=3)[C:26]([Cl:36])=[C:25]3[C:20]=2[CH2:21][CH2:22][CH2:23][O:24]3)[O:7][C@@H:6]1[CH2:37][O:38][C:39](=[O:41])[CH3:40])(=[O:3])[CH3:2], predict the reactants needed to synthesize it. The reactants are: [C:1]([O:4][C@H:5]1[C@H:10]([O:11][C:12](=[O:14])[CH3:13])[C@@H:9]([O:15][C:16](=[O:18])[CH3:17])[C@H:8]([C:19]2[CH:28]=[C:27]([CH2:29][C:30]3[CH:35]=[CH:34][CH:33]=[CH:32][CH:31]=3)[C:26]([Cl:36])=[C:25]3[C:20]=2[CH2:21][CH2:22][CH2:23][O:24]3)[O:7][C@@H:6]1[CH2:37][O:38][C:39](=[O:41])[CH3:40])(=[O:3])[CH3:2].[Al+3].[Cl-].[Cl-].[Cl-].[C:46](Cl)(=[O:48])[CH3:47].Cl. (4) Given the product [Cl:8][C:6]1[N:7]=[C:2]([N:22]2[C:23]3[C:19](=[CH:18][C:17]([Br:16])=[CH:25][C:24]=3[Br:26])[CH2:20][CH2:21]2)[C:3](=[O:15])[N:4]([C@@H:9]([CH:12]2[CH2:14][CH2:13]2)[CH2:10][CH3:11])[CH:5]=1, predict the reactants needed to synthesize it. The reactants are: Cl[C:2]1[C:3](=[O:15])[N:4]([C@@H:9]([CH:12]2[CH2:14][CH2:13]2)[CH2:10][CH3:11])[CH:5]=[C:6]([Cl:8])[N:7]=1.[Br:16][C:17]1[CH:18]=[C:19]2[C:23](=[C:24]([Br:26])[CH:25]=1)[NH:22][CH2:21][CH2:20]2. (5) The reactants are: [N:1]1([C:7]2[N:12]=[C:11]([C:13]3[CH:18]=[CH:17][C:16]([NH2:19])=[CH:15][CH:14]=3)[N:10]=[C:9]3[N:20]([C:23]4[CH:28]=[CH:27][CH:26]=[CH:25][CH:24]=4)[N:21]=[CH:22][C:8]=23)[CH2:6][CH2:5][O:4][CH2:3][CH2:2]1.[C:29](Cl)(Cl)=[O:30].[NH2:33][NH2:34]. Given the product [N:1]1([C:7]2[N:12]=[C:11]([C:13]3[CH:18]=[CH:17][C:16]([NH:19][C:29]([NH:33][NH2:34])=[O:30])=[CH:15][CH:14]=3)[N:10]=[C:9]3[N:20]([C:23]4[CH:28]=[CH:27][CH:26]=[CH:25][CH:24]=4)[N:21]=[CH:22][C:8]=23)[CH2:6][CH2:5][O:4][CH2:3][CH2:2]1, predict the reactants needed to synthesize it. (6) Given the product [CH3:31][O:32][N:33]=[C:15]([C:12]1[CH:11]=[CH:10][C:9]([O:8][CH2:7][C:6]([CH2:5][O:4][C:3]2[C:2]([Cl:1])=[CH:22][C:21]([O:23][CH2:24][CH:25]=[C:26]([Cl:27])[Cl:28])=[CH:20][C:19]=2[Cl:29])=[CH2:18])=[CH:14][CH:13]=1)[CH3:16], predict the reactants needed to synthesize it. The reactants are: [Cl:1][C:2]1[CH:22]=[C:21]([O:23][CH2:24][CH:25]=[C:26]([Cl:28])[Cl:27])[CH:20]=[C:19]([Cl:29])[C:3]=1[O:4][CH2:5][C:6](=[CH2:18])[CH2:7][O:8][C:9]1[CH:14]=[CH:13][C:12]([C:15](=O)[CH3:16])=[CH:11][CH:10]=1.Cl.[CH3:31][O:32][NH2:33].CO.C([O-])(=O)C.[Na+]. (7) Given the product [F:1][C:2]1[CH:7]=[CH:6][C:5]([N:8]2[C:16]3[C:11](=[CH:12][C:13]([C:31]4([OH:34])[CH2:32][CH2:33][O:28][CH2:29][CH2:30]4)=[CH:14][CH:15]=3)[CH:10]=[N:9]2)=[CH:4][CH:3]=1, predict the reactants needed to synthesize it. The reactants are: [F:1][C:2]1[CH:7]=[CH:6][C:5]([N:8]2[C:16]3[C:11](=[CH:12][C:13](I)=[CH:14][CH:15]=3)[CH:10]=[N:9]2)=[CH:4][CH:3]=1.C([Mg]Br)(C)C.[Li]CCCC.[O:28]1[CH2:33][CH2:32][C:31](=[O:34])[CH2:30][CH2:29]1.